This data is from Peptide-MHC class II binding affinity with 134,281 pairs from IEDB. The task is: Regression. Given a peptide amino acid sequence and an MHC pseudo amino acid sequence, predict their binding affinity value. This is MHC class II binding data. (1) The peptide sequence is LVDANGTLHDKKSMG. The MHC is HLA-DPA10103-DPB10401 with pseudo-sequence HLA-DPA10103-DPB10401. The binding affinity (normalized) is 0.0300. (2) The peptide sequence is VAIKGPLRISASSAA. The MHC is DRB1_0404 with pseudo-sequence DRB1_0404. The binding affinity (normalized) is 0.778. (3) The peptide sequence is CDGERPTLAFLQDVM. The MHC is DRB1_0802 with pseudo-sequence DRB1_0802. The binding affinity (normalized) is 0. (4) The peptide sequence is GRLLRGHDQSAYDG. The MHC is DRB1_0701 with pseudo-sequence DRB1_0701. The binding affinity (normalized) is 0.151. (5) The MHC is HLA-DQA10301-DQB10302 with pseudo-sequence HLA-DQA10301-DQB10302. The peptide sequence is EKKYFAAEQFEPLAA. The binding affinity (normalized) is 0.312. (6) The peptide sequence is AQNGVRAMSSLGSSL. The MHC is HLA-DQA10101-DQB10501 with pseudo-sequence HLA-DQA10101-DQB10501. The binding affinity (normalized) is 0.0645. (7) The peptide sequence is DVCGMFTNRSGSQQWR. The MHC is HLA-DPA10103-DPB10401 with pseudo-sequence HLA-DPA10103-DPB10401. The binding affinity (normalized) is 0.201. (8) The peptide sequence is FVVFLVAAALGGLAA. The MHC is H-2-IAb with pseudo-sequence H-2-IAb. The binding affinity (normalized) is 0.165.